This data is from Catalyst prediction with 721,799 reactions and 888 catalyst types from USPTO. The task is: Predict which catalyst facilitates the given reaction. (1) Reactant: [CH3:1][N:2]([CH3:14])[C:3](=[O:13])[C:4]1[CH:9]=[CH:8][CH:7]=[CH:6][C:5]=1[N+:10]([O-])=O. Product: [CH3:1][N:2]([CH3:14])[C:3](=[O:13])[C:4]1[CH:9]=[CH:8][CH:7]=[CH:6][C:5]=1[NH2:10]. The catalyst class is: 43. (2) Reactant: [N+:1]([C:4]1[CH:16]=[CH:15][C:7]([CH2:8][C:9]2[CH:14]=[CH:13][N:12]=[CH:11][CH:10]=2)=[CH:6][CH:5]=1)([O-])=O. Product: [N:12]1[CH:13]=[CH:14][C:9]([CH2:8][C:7]2[CH:6]=[CH:5][C:4]([NH2:1])=[CH:16][CH:15]=2)=[CH:10][CH:11]=1. The catalyst class is: 50. (3) Reactant: [C:1]([O:5][C:6]([NH:8][CH2:9][C:10]1[CH:11]=[C:12]([C:17]2[S:18][C:19](Cl)=[C:20]([C:22]([NH:24][C:25]3[CH:30]=[CH:29][CH:28]=[CH:27][C:26]=3[CH2:31][C:32]([O:34][C:35]([CH3:38])([CH3:37])[CH3:36])=[O:33])=[O:23])[N:21]=2)[CH:13]=[C:14]([F:16])[CH:15]=1)=[O:7])([CH3:4])([CH3:3])[CH3:2].CN.C[CH2:43][N:44](C(C)C)C(C)C.CS(C)=O. Product: [C:1]([O:5][C:6]([NH:8][CH2:9][C:10]1[CH:11]=[C:12]([C:17]2[S:18][C:19]([NH:44][CH3:43])=[C:20]([C:22]([NH:24][C:25]3[CH:30]=[CH:29][CH:28]=[CH:27][C:26]=3[CH2:31][C:32]([O:34][C:35]([CH3:38])([CH3:37])[CH3:36])=[O:33])=[O:23])[N:21]=2)[CH:13]=[C:14]([F:16])[CH:15]=1)=[O:7])([CH3:4])([CH3:3])[CH3:2]. The catalyst class is: 161. (4) Reactant: C(N(CC)CC)C.[CH2:8]([NH:15][C@H:16]([CH2:20][CH3:21])[C@H:17]([OH:19])[CH3:18])[C:9]1[CH:14]=[CH:13][CH:12]=[CH:11][CH:10]=1.[Cl:22][CH2:23][C:24](Cl)=[O:25]. Product: [CH2:8]([N:15]([C@H:16]([CH2:20][CH3:21])[C@H:17]([OH:19])[CH3:18])[C:24](=[O:25])[CH2:23][Cl:22])[C:9]1[CH:14]=[CH:13][CH:12]=[CH:11][CH:10]=1. The catalyst class is: 4. (5) Reactant: Br[C:2]1[CH:3]=[C:4]2[C:8](=[CH:9][C:10]=1[N+:11]([O-:13])=[O:12])[N:7]([C:14]([C:27]1[CH:32]=[CH:31][CH:30]=[CH:29][CH:28]=1)([C:21]1[CH:26]=[CH:25][CH:24]=[CH:23][CH:22]=1)[C:15]1[CH:20]=[CH:19][CH:18]=[CH:17][CH:16]=1)[N:6]=[C:5]2[C:33]1[CH:38]=[CH:37][N:36]=[C:35]([CH3:39])[CH:34]=1.[Cl-].[Li+].[CH2:42]([Sn](CCCC)(CCCC)CCCC)[CH:43]=[CH2:44].C(C1C=C(C)C=C(C(C)(C)C)C=1O)(C)(C)C. Product: [CH2:44]([C:2]1[CH:3]=[C:4]2[C:8](=[CH:9][C:10]=1[N+:11]([O-:13])=[O:12])[N:7]([C:14]([C:15]1[CH:16]=[CH:17][CH:18]=[CH:19][CH:20]=1)([C:27]1[CH:32]=[CH:31][CH:30]=[CH:29][CH:28]=1)[C:21]1[CH:26]=[CH:25][CH:24]=[CH:23][CH:22]=1)[N:6]=[C:5]2[C:33]1[CH:38]=[CH:37][N:36]=[C:35]([CH3:39])[CH:34]=1)[CH:43]=[CH2:42]. The catalyst class is: 73. (6) Reactant: [CH2:1]([O:3][C:4](=[O:31])[C:5]([O:23][C:24]1[CH:25]=[C:26]([CH3:30])[CH:27]=[CH:28][CH:29]=1)([CH3:22])[CH:6]([C:8]1[CH:13]=[CH:12][C:11]([O:14][CH2:15][C:16]2[CH:21]=[CH:20][CH:19]=[CH:18][CH:17]=2)=[CH:10][CH:9]=1)[OH:7])[CH3:2].N1C=CC=CC=1.[F:38][C:39]([F:50])([F:49])[C:40](O[C:40](=[O:41])[C:39]([F:50])([F:49])[F:38])=[O:41].Cl. Product: [CH2:1]([O:3][C:4](=[O:31])[C:5]([CH3:22])([O:23][C:24]1[CH:25]=[C:26]([CH3:30])[CH:27]=[CH:28][CH:29]=1)[CH:6]([C:8]1[CH:9]=[CH:10][C:11]([O:14][CH2:15][C:16]2[CH:21]=[CH:20][CH:19]=[CH:18][CH:17]=2)=[CH:12][CH:13]=1)[O:7][C:40](=[O:41])[C:39]([F:50])([F:49])[F:38])[CH3:2]. The catalyst class is: 2. (7) Reactant: [CH2:1]([N:3]1[C:7]2[N:8]=[C:9]([CH2:22][CH3:23])[C:10]([CH2:19][NH:20][CH3:21])=[C:11]([NH:12][CH:13]3[CH2:18][CH2:17][O:16][CH2:15][CH2:14]3)[C:6]=2[CH:5]=[N:4]1)[CH3:2].Cl[CH2:25][C:26]1[CH:27]=[C:28]([C:32]([NH:34][CH2:35][C:36]2[CH:37]=[CH:38][C:39]([F:62])=[C:40]([C:42]3[CH:47]=[CH:46][CH:45]=[C:44]([CH2:48][N:49]4[CH2:54][CH2:53][N:52]([C:55]([O:57][C:58]([CH3:61])([CH3:60])[CH3:59])=[O:56])[CH2:51][CH2:50]4)[CH:43]=3)[CH:41]=2)=[O:33])[CH:29]=[CH:30][CH:31]=1.C([O-])([O-])=O.[K+].[K+].[Na+].[I-]. Product: [CH2:1]([N:3]1[C:7]2=[N:8][C:9]([CH2:22][CH3:23])=[C:10]([CH2:19][N:20]([CH2:25][C:26]3[CH:27]=[C:28]([C:32]([NH:34][CH2:35][C:36]4[CH:37]=[CH:38][C:39]([F:62])=[C:40]([C:42]5[CH:47]=[CH:46][CH:45]=[C:44]([CH2:48][N:49]6[CH2:50][CH2:51][N:52]([C:55]([O:57][C:58]([CH3:60])([CH3:59])[CH3:61])=[O:56])[CH2:53][CH2:54]6)[CH:43]=5)[CH:41]=4)=[O:33])[CH:29]=[CH:30][CH:31]=3)[CH3:21])[C:11]([NH:12][CH:13]3[CH2:14][CH2:15][O:16][CH2:17][CH2:18]3)=[C:6]2[CH:5]=[N:4]1)[CH3:2]. The catalyst class is: 31. (8) Reactant: C(OC([N:8]1[CH2:13][CH2:12][C:11](=O)[CH2:10][CH2:9]1)=O)(C)(C)C.[CH2:15]([NH2:22])[C:16]1[CH:21]=[CH:20][CH:19]=[CH:18][CH:17]=1.[N+]([CH:26]=[CH:27][C:28]1[CH:33]=[CH:32][CH:31]=[C:30]([F:34])[CH:29]=1)([O-])=O. Product: [CH2:15]([N:22]1[C:11]2[CH2:10][CH2:9][NH:8][CH2:13][C:12]=2[C:27]([C:28]2[CH:33]=[CH:32][CH:31]=[C:30]([F:34])[CH:29]=2)=[CH:26]1)[C:16]1[CH:21]=[CH:20][CH:19]=[CH:18][CH:17]=1. The catalyst class is: 14. (9) Reactant: Cl.[NH2:2][C:3]1[C:4]([C:13]([NH:15][C@@H:16]([CH:21]2[CH2:26][CH2:25][CH2:24][CH2:23][CH2:22]2)[C:17]([O:19][CH3:20])=[O:18])=[O:14])=[CH:5][C:6]2[C:11]([CH:12]=1)=[CH:10][CH:9]=[CH:8][CH:7]=2.[Cl:27][C:28]1[CH:33]=[C:32]([F:34])[CH:31]=[C:30]([Cl:35])[C:29]=1[N:36]=[C:37]=[O:38]. Product: [CH:21]1([C@H:16]([NH:15][C:13]([C:4]2[C:3]([NH:2][C:37]([NH:36][C:29]3[C:30]([Cl:35])=[CH:31][C:32]([F:34])=[CH:33][C:28]=3[Cl:27])=[O:38])=[CH:12][C:11]3[C:6](=[CH:7][CH:8]=[CH:9][CH:10]=3)[CH:5]=2)=[O:14])[C:17]([O:19][CH3:20])=[O:18])[CH2:26][CH2:25][CH2:24][CH2:23][CH2:22]1. The catalyst class is: 17.